From a dataset of Reaction yield outcomes from USPTO patents with 853,638 reactions. Predict the reaction yield, written as a fraction of the theoretical maximum amount of product (1.0 means a 100% yield; for example, 0.34 means a 34% yield). (1) The reactants are CO.C([O:10][C:11]1[C:12]([CH3:26])=[C:13]([CH3:25])[C:14]([NH:18][C:19](=[O:24])[CH2:20][CH:21]([CH3:23])[CH3:22])=[N:15][C:16]=1[CH3:17])C1C=CC=CC=1. The catalyst is [Pd]. The product is [OH:10][C:11]1[C:12]([CH3:26])=[C:13]([CH3:25])[C:14]([NH:18][C:19](=[O:24])[CH2:20][CH:21]([CH3:23])[CH3:22])=[N:15][C:16]=1[CH3:17]. The yield is 0.820. (2) The product is [F:23][C:20]1[CH:19]=[CH:18][C:17]([C@H:15]([CH3:16])[CH2:14][OH:24])=[CH:22][CH:21]=1. The reactants are C([C@H]1COC(=O)N1[C:14](=[O:24])[C@H:15]([C:17]1[CH:22]=[CH:21][C:20]([F:23])=[CH:19][CH:18]=1)[CH3:16])C1C=CC=CC=1.[BH4-].[Na+]. The catalyst is C1COCC1.O. The yield is 0.970. (3) The reactants are [H-].[Na+].[CH2:3]([O:6][C:7]([CH:9]([CH2:16][CH2:17][CH2:18][CH2:19][C:20]([O:22][CH2:23][CH3:24])=[O:21])[C:10]([O:12][CH2:13][CH:14]=[CH2:15])=[O:11])=[O:8])[CH:4]=[CH2:5].Br[CH2:26][CH2:27][C:28]1[CH:35]=[CH:34][C:31]([C:32]#[N:33])=[CH:30][CH:29]=1.O. The catalyst is CN(C=O)C. The product is [CH2:3]([O:6][C:7]([C:9]([CH2:26][CH2:27][C:28]1[CH:35]=[CH:34][C:31]([C:32]#[N:33])=[CH:30][CH:29]=1)([CH2:16][CH2:17][CH2:18][CH2:19][C:20]([O:22][CH2:23][CH3:24])=[O:21])[C:10]([O:12][CH2:13][CH:14]=[CH2:15])=[O:11])=[O:8])[CH:4]=[CH2:5]. The yield is 0.280. (4) The reactants are O=S(Cl)Cl.[C:5]([C:9]1[NH:10][C:11]2[C:16]([CH:17]=1)=[CH:15][C:14]([N+:18]([O-:20])=[O:19])=[CH:13][C:12]=2[C:21]([OH:23])=[O:22])([CH3:8])([CH3:7])[CH3:6].[CH3:24]O. No catalyst specified. The product is [C:5]([C:9]1[NH:10][C:11]2[C:16]([CH:17]=1)=[CH:15][C:14]([N+:18]([O-:20])=[O:19])=[CH:13][C:12]=2[C:21]([O:23][CH3:24])=[O:22])([CH3:8])([CH3:6])[CH3:7]. The yield is 0.0700. (5) The reactants are [CH:1]1([N:4]([C:23](=[O:30])[CH2:24][C:25]([O:27][CH2:28][CH3:29])=[O:26])[C:5]2[C:6]([C:19]([O:21]C)=O)=[N:7][CH:8]=[C:9]([CH2:11][C:12]3[CH:17]=[CH:16][C:15]([F:18])=[CH:14][CH:13]=3)[CH:10]=2)[CH2:3][CH2:2]1.[O-]CC.[Na+]. The catalyst is C(O)C. The product is [CH:1]1([N:4]2[C:5]3[C:6](=[N:7][CH:8]=[C:9]([CH2:11][C:12]4[CH:17]=[CH:16][C:15]([F:18])=[CH:14][CH:13]=4)[CH:10]=3)[C:19]([OH:21])=[C:24]([C:25]([O:27][CH2:28][CH3:29])=[O:26])[C:23]2=[O:30])[CH2:3][CH2:2]1. The yield is 0.980. (6) The reactants are [ClH:1].[CH3:2][N:3]([CH3:27])[C:4]1([C:22]2[S:23][CH:24]=[CH:25][CH:26]=2)[CH2:9][CH2:8][N:7]([CH2:10][CH2:11][CH2:12][N:13](C)[C:14](=O)OC(C)(C)C)[CH2:6][CH2:5]1.CO.C(Cl)(Cl)[Cl:31]. The catalyst is C(Cl)(Cl)Cl. The product is [ClH:31].[ClH:1].[ClH:31].[CH3:27][N:3]([CH3:2])[C:4]1([C:22]2[S:23][CH:24]=[CH:25][CH:26]=2)[CH2:9][CH2:8][N:7]([CH2:10][CH2:11][CH2:12][NH:13][CH3:14])[CH2:6][CH2:5]1. The yield is 0.980.